Dataset: Full USPTO retrosynthesis dataset with 1.9M reactions from patents (1976-2016). Task: Predict the reactants needed to synthesize the given product. Given the product [F:33][C:15]1[CH:16]=[C:17]([N:20]2[CH2:24][C@H:23]([CH2:25][N:26]3[CH:30]=[C:29]([CH3:31])[N:28]=[N:27]3)[O:22][C:21]2=[O:32])[CH:18]=[CH:19][C:14]=1[C:11]1[CH2:12][CH2:13][NH:8][CH2:9][CH:10]=1, predict the reactants needed to synthesize it. The reactants are: C([N:8]1[CH2:13][CH:12]=[C:11]([C:14]2[CH:19]=[CH:18][C:17]([N:20]3[CH2:24][C@H:23]([CH2:25][N:26]4[CH:30]=[C:29]([CH3:31])[N:28]=[N:27]4)[O:22][C:21]3=[O:32])=[CH:16][C:15]=2[F:33])[CH2:10][CH2:9]1)C1C=CC=CC=1.C(N(C(C)C)CC)(C)C.ClC(OC(Cl)=O)C.Cl.FC1C=C(N2C[C@H](CN3C=C(C)N=N3)OC2=O)C=C(F)C=1C1CCNCC=1.